Dataset: NCI-60 drug combinations with 297,098 pairs across 59 cell lines. Task: Regression. Given two drug SMILES strings and cell line genomic features, predict the synergy score measuring deviation from expected non-interaction effect. (1) Drug 1: COC1=NC(=NC2=C1N=CN2C3C(C(C(O3)CO)O)O)N. Drug 2: CCC1(CC2CC(C3=C(CCN(C2)C1)C4=CC=CC=C4N3)(C5=C(C=C6C(=C5)C78CCN9C7C(C=CC9)(C(C(C8N6C)(C(=O)OC)O)OC(=O)C)CC)OC)C(=O)OC)O.OS(=O)(=O)O. Cell line: NCI-H322M. Synergy scores: CSS=5.12, Synergy_ZIP=-0.779, Synergy_Bliss=3.06, Synergy_Loewe=2.10, Synergy_HSA=2.05. (2) Drug 1: C1CC(C1)(C(=O)O)C(=O)O.[NH2-].[NH2-].[Pt+2]. Drug 2: C1C(C(OC1N2C=NC3=C2NC=NCC3O)CO)O. Cell line: SN12C. Synergy scores: CSS=4.91, Synergy_ZIP=-1.97, Synergy_Bliss=0.265, Synergy_Loewe=-2.56, Synergy_HSA=-1.97. (3) Drug 1: C1CN1P(=S)(N2CC2)N3CC3. Drug 2: C1=CC=C(C=C1)NC(=O)CCCCCCC(=O)NO. Cell line: NCI-H226. Synergy scores: CSS=8.21, Synergy_ZIP=-1.40, Synergy_Bliss=1.49, Synergy_Loewe=-2.17, Synergy_HSA=-1.05. (4) Synergy scores: CSS=1.05, Synergy_ZIP=-1.23, Synergy_Bliss=-2.79, Synergy_Loewe=-2.05, Synergy_HSA=-2.22. Drug 2: CC(C)(C#N)C1=CC(=CC(=C1)CN2C=NC=N2)C(C)(C)C#N. Cell line: SN12C. Drug 1: CC12CCC(CC1=CCC3C2CCC4(C3CC=C4C5=CN=CC=C5)C)O. (5) Drug 1: CC=C1C(=O)NC(C(=O)OC2CC(=O)NC(C(=O)NC(CSSCCC=C2)C(=O)N1)C(C)C)C(C)C. Drug 2: CC12CCC3C(C1CCC2OP(=O)(O)O)CCC4=C3C=CC(=C4)OC(=O)N(CCCl)CCCl.[Na+]. Cell line: SNB-19. Synergy scores: CSS=42.4, Synergy_ZIP=-3.09, Synergy_Bliss=0.535, Synergy_Loewe=-31.1, Synergy_HSA=1.13. (6) Drug 1: CC1=C(C(=CC=C1)Cl)NC(=O)C2=CN=C(S2)NC3=CC(=NC(=N3)C)N4CCN(CC4)CCO. Drug 2: CC1=C(C(=O)C2=C(C1=O)N3CC4C(C3(C2COC(=O)N)OC)N4)N. Cell line: BT-549. Synergy scores: CSS=14.5, Synergy_ZIP=-2.09, Synergy_Bliss=-3.73, Synergy_Loewe=-6.69, Synergy_HSA=-3.36. (7) Drug 1: CC1=C(N=C(N=C1N)C(CC(=O)N)NCC(C(=O)N)N)C(=O)NC(C(C2=CN=CN2)OC3C(C(C(C(O3)CO)O)O)OC4C(C(C(C(O4)CO)O)OC(=O)N)O)C(=O)NC(C)C(C(C)C(=O)NC(C(C)O)C(=O)NCCC5=NC(=CS5)C6=NC(=CS6)C(=O)NCCC[S+](C)C)O. Drug 2: CC12CCC3C(C1CCC2O)C(CC4=C3C=CC(=C4)O)CCCCCCCCCS(=O)CCCC(C(F)(F)F)(F)F. Cell line: SR. Synergy scores: CSS=75.9, Synergy_ZIP=-0.991, Synergy_Bliss=-3.17, Synergy_Loewe=-2.68, Synergy_HSA=-1.35.